From a dataset of Reaction yield outcomes from USPTO patents with 853,638 reactions. Predict the reaction yield, written as a fraction of the theoretical maximum amount of product (1.0 means a 100% yield; for example, 0.34 means a 34% yield). (1) The reactants are C(=O)([O-])[O-].[K+].[K+].[OH:7][C:8]1[CH:12]=[C:11]([CH3:13])[NH:10][N:9]=1.F[C:15]1[CH:20]=[CH:19][C:18]([C:21]([F:24])([F:23])[F:22])=[CH:17][C:16]=1[N+:25]([O-:27])=[O:26].Cl. The catalyst is CN(C=O)C. The product is [CH3:13][C:11]1[NH:10][N:9]=[C:8]([O:7][C:15]2[CH:20]=[CH:19][C:18]([C:21]([F:24])([F:22])[F:23])=[CH:17][C:16]=2[N+:25]([O-:27])=[O:26])[CH:12]=1. The yield is 0.690. (2) The reactants are [B:1]([O:10][CH:11]([CH3:13])[CH3:12])([O:6][CH:7]([CH3:9])[CH3:8])OC(C)C.[Br:14][CH2:15]Br.C([Li])CCC.CS(O)(=O)=O.OC(C(O)(C)C)(C)C. The catalyst is O1CCCC1. The product is [Br:14][CH2:15][B:1]1[O:6][C:7]([CH3:8])([CH3:9])[C:11]([CH3:12])([CH3:13])[O:10]1. The yield is 0.680.